Predict which catalyst facilitates the given reaction. From a dataset of Catalyst prediction with 721,799 reactions and 888 catalyst types from USPTO. (1) Reactant: FC(F)(F)C(O)=O.[Cl:8][C:9]1[CH:10]=[C:11]([O:22][C:23]2[C:35]([F:36])=[CH:34][C:26]([C:27]([O:29]C(C)(C)C)=[O:28])=[C:25]([F:37])[CH:24]=2)[CH:12]=[N:13][C:14]=1[O:15][CH:16]1[CH2:21][CH2:20][O:19][CH2:18][CH2:17]1. Product: [Cl:8][C:9]1[CH:10]=[C:11]([O:22][C:23]2[C:35]([F:36])=[CH:34][C:26]([C:27]([OH:29])=[O:28])=[C:25]([F:37])[CH:24]=2)[CH:12]=[N:13][C:14]=1[O:15][CH:16]1[CH2:17][CH2:18][O:19][CH2:20][CH2:21]1. The catalyst class is: 34. (2) Reactant: [Cl:1][C:2]([O:4][C:5](Cl)(Cl)Cl)=[O:3].[C:9]([C:17]1[CH:18]=[CH:19][C:20]([N+:27]([O-:29])=[O:28])=[C:21]([CH:23](C)[CH2:24]O)[CH:22]=1)(=[O:16])[C:10]1[CH:15]=[CH:14][CH:13]=[CH:12][CH:11]=1.C(N(CC)CC)C. Product: [C:9]([C:17]1[CH:18]=[CH:19][C:20]([N+:27]([O-:29])=[O:28])=[C:21]([CH:23]([CH3:24])[CH2:5][O:4][C:2]([Cl:1])=[O:3])[CH:22]=1)(=[O:16])[C:10]1[CH:11]=[CH:12][CH:13]=[CH:14][CH:15]=1. The catalyst class is: 7.